This data is from Catalyst prediction with 721,799 reactions and 888 catalyst types from USPTO. The task is: Predict which catalyst facilitates the given reaction. (1) Reactant: C1(C[N:8]2[CH2:13][CH2:12][CH:11]([N:14]3[C:23](=[O:24])[C:22]4[C:17](=[CH:18][CH:19]=[CH:20][CH:21]=4)[NH:16][C:15]3=[O:25])[CH2:10][CH2:9]2)C=CC=CC=1.[K+].[Br-]. Product: [NH:8]1[CH2:9][CH2:10][CH:11]([N:14]2[C:23](=[O:24])[C:22]3[C:17](=[CH:18][CH:19]=[CH:20][CH:21]=3)[NH:16][C:15]2=[O:25])[CH2:12][CH2:13]1. The catalyst class is: 45. (2) Reactant: [CH3:1][O:2][C:3](=[O:31])[CH2:4][O:5][C:6]1[CH:15]=[CH:14][C:13]([F:16])=[C:12]2[C:7]=1[C:8]([O:27][CH:28]([F:30])[F:29])=[C:9]([CH2:19][C:20]1[CH:25]=[CH:24][C:23]([NH2:26])=[CH:22][CH:21]=1)[C:10]([CH2:17][CH3:18])=[N:11]2.N1C=CC=CC=1.[CH2:38]([S:40](Cl)(=[O:42])=[O:41])[CH3:39].C(O)(=O)C. Product: [CH3:1][O:2][C:3](=[O:31])[CH2:4][O:5][C:6]1[CH:15]=[CH:14][C:13]([F:16])=[C:12]2[C:7]=1[C:8]([O:27][CH:28]([F:29])[F:30])=[C:9]([CH2:19][C:20]1[CH:21]=[CH:22][C:23]([NH:26][S:40]([CH2:38][CH3:39])(=[O:42])=[O:41])=[CH:24][CH:25]=1)[C:10]([CH2:17][CH3:18])=[N:11]2. The catalyst class is: 46. (3) Reactant: [Cl-].[Cl-].[C:3]([C:6]1[CH:7]=[CH:8][C:9]2[C:10]([CH:30]3[CH2:35][CH2:34][CH2:33][CH2:32][CH2:31]3)=[C:11]3[C:18]4[CH:19]=[CH:20][CH:21]=[CH:22][C:17]=4[CH2:16][NH+:15]([CH2:23][CH2:24][NH+:25]([CH3:27])[CH3:26])[CH2:14][CH2:13][N:12]3[C:28]=2[CH:29]=1)(O)=[O:4].[N:36]1([S:42]([NH2:45])(=[O:44])=[O:43])[CH2:41][CH2:40][O:39][CH2:38][CH2:37]1.CCN=C=NCCCN(C)C. Product: [CH:30]1([C:10]2[C:9]3[CH:8]=[CH:7][C:6]([C:3]([NH:45][S:42]([N:36]4[CH2:41][CH2:40][O:39][CH2:38][CH2:37]4)(=[O:44])=[O:43])=[O:4])=[CH:29][C:28]=3[N:12]3[CH2:13][CH2:14][N:15]([CH2:23][CH2:24][N:25]([CH3:26])[CH3:27])[CH2:16][C:17]4[CH:22]=[CH:21][CH:20]=[CH:19][C:18]=4[C:11]=23)[CH2:35][CH2:34][CH2:33][CH2:32][CH2:31]1. The catalyst class is: 142.